This data is from Reaction yield outcomes from USPTO patents with 853,638 reactions. The task is: Predict the reaction yield, written as a fraction of the theoretical maximum amount of product (1.0 means a 100% yield; for example, 0.34 means a 34% yield). (1) The yield is 0.560. The product is [Br:1][C:2]1[C:3]([F:12])=[C:4]2[C:10]([NH:11][C:19]([C:17]3[N:18]=[C:14]([CH3:13])[O:15][CH:16]=3)=[O:20])=[CH:9][NH:8][C:5]2=[N:6][CH:7]=1. The catalyst is C(Cl)Cl.O. The reactants are [Br:1][C:2]1[C:3]([F:12])=[C:4]2[C:10]([NH2:11])=[CH:9][NH:8][C:5]2=[N:6][CH:7]=1.[CH3:13][C:14]1[O:15][CH:16]=[C:17]([C:19](O)=[O:20])[N:18]=1.C(N(CC)CC)C.C1N(P(Cl)(N2C(=O)OCC2)=O)C(=O)OC1.O[Li].O. (2) The reactants are Br[C:2]1[CH:7]=[CH:6][CH:5]=[CH:4][C:3]=1[C:8]([CH3:11])([CH3:10])[CH3:9].C([Li])CCC.[CH2:17]=[O:18]. The catalyst is C1COCC1. The product is [C:8]([C:3]1[CH:4]=[CH:5][CH:6]=[CH:7][C:2]=1[CH2:17][OH:18])([CH3:11])([CH3:10])[CH3:9]. The yield is 0.750.